From a dataset of Microsomal clearance measurements from AstraZeneca. Regression/Classification. Given a drug SMILES string, predict its absorption, distribution, metabolism, or excretion properties. Task type varies by dataset: regression for continuous measurements (e.g., permeability, clearance, half-life) or binary classification for categorical outcomes (e.g., BBB penetration, CYP inhibition). For this dataset (clearance_microsome_az), we predict log10(clearance) (log10 of the in vitro intrinsic clearance, CLint, in uL/min per mg of human liver microsomal protein, equivalently mL/min/g; values are censored to the assay range of 3 to 150, which is 0.477 to 2.18 on this log10 scale). (1) The drug is CCN(C(=O)c1cnn(-c2ccccc2)c1NS(=O)(=O)c1ccc(-c2cnco2)cc1)C1CCCCC1. The log10(clearance) is 2.14. (2) The drug is N#Cc1cccc(C[C@@H](C(=O)O)N2CCC(CN3CCC(Oc4ccc(Cl)c(Cl)c4)CC3)CC2)c1. The log10(clearance) is 0.480. (3) The drug is Cc1cc(CN2Cc3ccccc3C2C(=O)Nc2ccc(Cl)cc2Cl)ccc1OCC(=O)O. The log10(clearance) is 0.780. (4) The compound is CCS(=O)(=O)c1ccc(-c2cc(Cl)ccc2OCC(=O)O)c(C)c1. The log10(clearance) is 0.480. (5) The compound is CCC(CC)NC(=O)c1cnn(C)c1NS(=O)(=O)c1ccc(C)cc1. The log10(clearance) is 1.11. (6) The drug is CC(=O)N1N=C(c2ccc(Br)cc2)CC1c1ccc(C)cc1. The log10(clearance) is 1.62. (7) The compound is CC1(C)[C@@H]2CC[C@@]1(CS(=O)(=O)N1CCN(c3ccc(C#N)cn3)CC1)C(=O)C2. The log10(clearance) is 2.01.